Dataset: Reaction yield outcomes from USPTO patents with 853,638 reactions. Task: Predict the reaction yield, written as a fraction of the theoretical maximum amount of product (1.0 means a 100% yield; for example, 0.34 means a 34% yield). The reactants are C([O:3][C:4]([C:6]1([C:9]2[CH:14]=[CH:13][C:12]([C:15]3[CH:20]=[CH:19][C:18]([C:21]4[S:22][C:23]([Cl:39])=[CH:24][C:25]=4[NH:26][C:27]([O:29][C@@H:30]([C:32]4[CH:37]=[CH:36][CH:35]=[C:34]([F:38])[CH:33]=4)[CH3:31])=[O:28])=[CH:17][C:16]=3[O:40][CH3:41])=[CH:11][CH:10]=2)[CH2:8][CH2:7]1)=[O:5])C.O1CCCC1.[OH-].[Na+].Cl. The catalyst is C(O)(C)C. The product is [Cl:39][C:23]1[S:22][C:21]([C:18]2[CH:19]=[CH:20][C:15]([C:12]3[CH:13]=[CH:14][C:9]([C:6]4([C:4]([OH:5])=[O:3])[CH2:7][CH2:8]4)=[CH:10][CH:11]=3)=[C:16]([O:40][CH3:41])[CH:17]=2)=[C:25]([NH:26][C:27]([O:29][C@@H:30]([C:32]2[CH:37]=[CH:36][CH:35]=[C:34]([F:38])[CH:33]=2)[CH3:31])=[O:28])[CH:24]=1. The yield is 0.640.